From a dataset of Forward reaction prediction with 1.9M reactions from USPTO patents (1976-2016). Predict the product of the given reaction. Given the reactants [CH2:1]([C:8]#[N:9])[C:2]1[CH:7]=[CH:6][CH:5]=[CH:4][CH:3]=1.Cl.[NH2:11][C:12]1[CH:17]=[CH:16][CH:15]=[CH:14][C:13]=1N.O, predict the reaction product. The product is: [CH2:1]([C:8]1[NH:9][C:13]2[CH:14]=[CH:15][CH:16]=[CH:17][C:12]=2[N:11]=1)[C:2]1[CH:7]=[CH:6][CH:5]=[CH:4][CH:3]=1.